Dataset: Catalyst prediction with 721,799 reactions and 888 catalyst types from USPTO. Task: Predict which catalyst facilitates the given reaction. (1) Reactant: [CH:1]1([OH:7])[CH2:6][CH2:5][CH2:4][CH2:3][CH2:2]1.[CH3:8][S:9](Cl)(=[O:11])=[O:10].O. Product: [CH3:8][S:9]([O:7][CH:1]1[CH2:6][CH2:5][CH2:4][CH2:3][CH2:2]1)(=[O:11])=[O:10]. The catalyst class is: 17. (2) Reactant: C([O:3][C:4](=O)[C:5]([CH3:14])([C:7]1[CH:12]=[CH:11][C:10]([CH3:13])=[CH:9][CH:8]=1)[CH3:6])C.[H-].[Al+3].[Li+].[H-].[H-].[H-]. Product: [CH3:14][C:5]([C:7]1[CH:8]=[CH:9][C:10]([CH3:13])=[CH:11][CH:12]=1)([CH3:6])[CH2:4][OH:3]. The catalyst class is: 1. (3) Reactant: [Br:1][C:2]1[CH:10]=[C:9]2[C:5]([CH2:6][CH2:7][CH2:8]2)=[CH:4][C:3]=1[NH:11][C:12](=[O:14])[CH3:13].C(O)(=[O:17])C. Product: [Br:1][C:2]1[CH:10]=[C:9]2[C:5]([CH2:6][CH2:7][C:8]2=[O:17])=[CH:4][C:3]=1[NH:11][C:12](=[O:14])[CH3:13]. The catalyst class is: 6. (4) The catalyst class is: 1. Reactant: [F:1][C:2]1[CH:7]=[CH:6][CH:5]=[C:4]([F:8])[C:3]=1[C:9]([NH:11][C:12]1[S:13][C:14]([C:17]2[N:21]([CH3:22])[N:20]=[C:19]([C:23]([F:26])([F:25])[F:24])[CH:18]=2)=[CH:15][N:16]=1)=O.Cl.C(OCC)(=O)C. Product: [F:8][C:4]1[CH:5]=[CH:6][CH:7]=[C:2]([F:1])[C:3]=1[CH2:9][NH:11][C:12]1[S:13][C:14]([C:17]2[N:21]([CH3:22])[N:20]=[C:19]([C:23]([F:26])([F:24])[F:25])[CH:18]=2)=[CH:15][N:16]=1. (5) Reactant: [F:1][C:2]1[CH:3]=[C:4]2[C:9](=[CH:10][CH:11]=1)[CH:8]=[C:7]([CH2:12][N:13]1[CH:18]=[CH:17][CH:16]=[C:15]([C:19]([O:21]CC)=[O:20])[C:14]1=[O:24])[CH:6]=[CH:5]2. Product: [F:1][C:2]1[CH:3]=[C:4]2[C:9](=[CH:10][CH:11]=1)[CH:8]=[C:7]([CH2:12][N:13]1[CH:18]=[CH:17][CH:16]=[C:15]([C:19]([OH:21])=[O:20])[C:14]1=[O:24])[CH:6]=[CH:5]2. The catalyst class is: 562. (6) Reactant: N#N.I[C:4]1[CH:9]=[C:8]([N+:10]([O-:12])=[O:11])[CH:7]=[CH:6][C:5]=1[O:13][CH3:14].[S:15]1[CH:19]=[CH:18][N:17]=[CH:16]1.C([O-])(=O)C.[K+]. Product: [CH3:14][O:13][C:5]1[CH:6]=[CH:7][C:8]([N+:10]([O-:12])=[O:11])=[CH:9][C:4]=1[C:19]1[S:15][CH:16]=[N:17][CH:18]=1. The catalyst class is: 3. (7) The catalyst class is: 29. Reactant: [CH3:1][C:2]1[CH:25]=[C:24]([N+:26]([O-])=O)[CH:23]=[C:22]([CH3:29])[C:3]=1[O:4][C:5]1[CH:10]=[CH:9][C:8]([OH:11])=[C:7]([S:12]([C:15]2[CH:20]=[CH:19][C:18]([F:21])=[CH:17][CH:16]=2)(=[O:14])=[O:13])[CH:6]=1.C(OCC)(=O)C. Product: [NH2:26][C:24]1[CH:23]=[C:22]([CH3:29])[C:3]([O:4][C:5]2[CH:10]=[CH:9][C:8]([OH:11])=[C:7]([S:12]([C:15]3[CH:16]=[CH:17][C:18]([F:21])=[CH:19][CH:20]=3)(=[O:14])=[O:13])[CH:6]=2)=[C:2]([CH3:1])[CH:25]=1.